Task: Predict the product of the given reaction.. Dataset: Forward reaction prediction with 1.9M reactions from USPTO patents (1976-2016) (1) The product is: [F:1][C:2]1[CH:3]=[CH:4][C:5]([O:6][CH:7]2[CH2:8][CH2:9][N:10]([C:13]([NH:15][CH:16]([CH:21]([C:23]3[C:31]4[C:26](=[CH:27][CH:28]=[CH:29][CH:30]=4)[NH:25][CH:24]=3)[CH3:22])[C:17]([OH:19])=[O:18])=[O:14])[CH2:11][CH2:12]2)=[CH:32][CH:33]=1. Given the reactants [F:1][C:2]1[CH:33]=[CH:32][C:5]([O:6][CH:7]2[CH2:12][CH2:11][N:10]([C:13]([NH:15][CH:16]([CH:21]([C:23]3[C:31]4[C:26](=[CH:27][CH:28]=[CH:29][CH:30]=4)[NH:25][CH:24]=3)[CH3:22])[C:17]([O:19]C)=[O:18])=[O:14])[CH2:9][CH2:8]2)=[CH:4][CH:3]=1.[OH-].[Na+].Cl, predict the reaction product. (2) Given the reactants [F:1][C:2]1[CH:10]=[C:9]2[C:5]([C:6](B3OC(C)(C)C(C)(C)O3)=[CH:7][N:8]2[C:11]([O:13][C:14]([CH3:17])([CH3:16])[CH3:15])=[O:12])=[CH:4][CH:3]=1.Br[C:28]1[CH:29]=[CH:30][C:31]2[S:35](=[O:37])(=[O:36])[N:34]([CH:38]([CH3:44])[C:39]([O:41][CH2:42][CH3:43])=[O:40])[CH:33]([CH3:45])[C:32]=2[CH:46]=1.[O-]P([O-])([O-])=O.[K+].[K+].[K+], predict the reaction product. The product is: [CH2:42]([O:41][C:39](=[O:40])[CH:38]([N:34]1[CH:33]([CH3:45])[C:32]2[CH:46]=[C:28]([C:6]3[C:5]4[C:9](=[CH:10][C:2]([F:1])=[CH:3][CH:4]=4)[N:8]([C:11]([O:13][C:14]([CH3:15])([CH3:16])[CH3:17])=[O:12])[CH:7]=3)[CH:29]=[CH:30][C:31]=2[S:35]1(=[O:37])=[O:36])[CH3:44])[CH3:43]. (3) Given the reactants C([O:4][C:5](=[O:28])[CH2:6][CH2:7][S:8]([C:11]1[N:12]([C:21]([O:23][C:24]([CH3:27])([CH3:26])[CH3:25])=[O:22])[C:13]2[C:18]([CH:19]=1)=[CH:17][C:16]([Cl:20])=[CH:15][CH:14]=2)(=[O:10])=[O:9])C=C.CC1(C)OC(=O)CC(=O)O1, predict the reaction product. The product is: [C:24]([O:23][C:21]([N:12]1[C:13]2[C:18](=[CH:17][C:16]([Cl:20])=[CH:15][CH:14]=2)[CH:19]=[C:11]1[S:8]([CH2:7][CH2:6][C:5]([OH:28])=[O:4])(=[O:10])=[O:9])=[O:22])([CH3:27])([CH3:25])[CH3:26]. (4) Given the reactants C(OP([CH:9]([F:15])[C:10]([O:12][CH2:13][CH3:14])=[O:11])(OCC)=O)C.[Mg+2].[Br-].[Br-].[Cl:19][C:20]1[C:21]([NH:28][C@@H:29]2[CH2:34][CH2:33][CH2:32][N:31]([C:35]([O:37][C:38]([CH3:41])([CH3:40])[CH3:39])=[O:36])[CH2:30]2)=[N:22][CH:23]=[C:24]([CH:26]=O)[CH:25]=1.Cl, predict the reaction product. The product is: [Cl:19][C:20]1[C:21]([NH:28][C@@H:29]2[CH2:34][CH2:33][CH2:32][N:31]([C:35]([O:37][C:38]([CH3:41])([CH3:40])[CH3:39])=[O:36])[CH2:30]2)=[N:22][CH:23]=[C:24](/[CH:26]=[C:9](\[F:15])/[C:10]([O:12][CH2:13][CH3:14])=[O:11])[CH:25]=1.